Dataset: Aqueous solubility values for 9,982 compounds from the AqSolDB database. Task: Regression/Classification. Given a drug SMILES string, predict its absorption, distribution, metabolism, or excretion properties. Task type varies by dataset: regression for continuous measurements (e.g., permeability, clearance, half-life) or binary classification for categorical outcomes (e.g., BBB penetration, CYP inhibition). For this dataset (solubility_aqsoldb), we predict Y. (1) The molecule is [Cl-].[Cl-].[NH3+]CCCCCCCC[NH3+]. The Y is 0.362 log mol/L. (2) The compound is N#CC1([NH+]2CCCCC2)CC[NH+](Cc2ccccc2)CC1. The Y is -2.25 log mol/L. (3) The drug is Brc1cc(Br)c(-c2ccccc2)c(Br)c1. The Y is -7.30 log mol/L. (4) The molecule is CCC(O)CN(CC(O)CC)CC(O)CC. The Y is -0.523 log mol/L. (5) The molecule is CCOC(=O)N(CC)c1ccccc1. The Y is 0.867 log mol/L. (6) The drug is CCOc1ccc(NC(C)=O)c2cccnc12. The Y is -1.52 log mol/L.